Dataset: Reaction yield outcomes from USPTO patents with 853,638 reactions. Task: Predict the reaction yield, written as a fraction of the theoretical maximum amount of product (1.0 means a 100% yield; for example, 0.34 means a 34% yield). The reactants are [Cl:1][CH2:2][CH2:3]OS(C1C=CC(C)=CC=1)(=O)=O.[Br:15][C:16]1[CH:21]=[C:20]([F:22])[CH:19]=[CH:18][C:17]=1[OH:23].C(=O)([O-])[O-].[K+].[K+]. The catalyst is CN(C)C=O.[OH-].[Na+]. The product is [Br:15][C:16]1[CH:21]=[C:20]([F:22])[CH:19]=[CH:18][C:17]=1[O:23][CH2:3][CH2:2][Cl:1]. The yield is 0.500.